This data is from Reaction yield outcomes from USPTO patents with 853,638 reactions. The task is: Predict the reaction yield, written as a fraction of the theoretical maximum amount of product (1.0 means a 100% yield; for example, 0.34 means a 34% yield). (1) The reactants are [H-].[Al+3].[Li+].[H-].[H-].[H-].C([CH2:10][C:11]1[CH:16]=[CH:15][C:14]([CH2:17][CH2:18][CH2:19][CH2:20][N:21]=[N+]=[N-])=[CH:13][CH:12]=1)(O)=O.[OH2:24].[OH-].[Na+]. The catalyst is C1COCC1. The product is [OH:24][CH2:10][C:11]1[CH:16]=[CH:15][C:14]([CH2:17][CH2:18][CH2:19][CH2:20][NH2:21])=[CH:13][CH:12]=1. The yield is 0.640. (2) The reactants are [OH-].[Na+].[CH2:3]([O:5][C:6]1[NH:10][N:9]=[C:8]([C:11]([O-:13])=[O:12])[C:7]=1[CH3:14])[CH3:4]. The catalyst is C1COCC1. The product is [CH2:3]([O:5][C:6]1[NH:10][N:9]=[C:8]([C:11]([OH:13])=[O:12])[C:7]=1[CH3:14])[CH3:4]. The yield is 0.620. (3) The reactants are [OH:1][C:2]1[CH:13]=[CH:12][C:5]2[N:6]=[C:7]([C:9]([OH:11])=O)[S:8][C:4]=2[CH:3]=1.C(N(CC)CC)C.O.ON1C2C=CC=CC=2N=N1.Cl.CN(C)CCCN=C=NCC.[NH2:44][CH:45]1[CH2:50][CH2:49][N:48]([C:51]([O:53][C:54]([CH3:57])([CH3:56])[CH3:55])=[O:52])[CH2:47][CH2:46]1. The catalyst is CN(C)C=O. The product is [OH:1][C:2]1[CH:13]=[CH:12][C:5]2[N:6]=[C:7]([C:9]([NH:44][CH:45]3[CH2:46][CH2:47][N:48]([C:51]([O:53][C:54]([CH3:57])([CH3:56])[CH3:55])=[O:52])[CH2:49][CH2:50]3)=[O:11])[S:8][C:4]=2[CH:3]=1. The yield is 0.620. (4) The reactants are [CH3:1][C@:2]12[C:10]([C:11]3([CH:14]=[CH:15][CH2:16][C:17]([OH:20])([CH3:19])[CH3:18])[CH2:13][CH2:12]3)=[CH:9][CH2:8][C@H:7]1[C@@H:6]([OH:21])[CH2:5][CH2:4][CH2:3]2.[Cr](O[Cr]([O-])(=O)=O)([O-])(=O)=O.[NH+]1C=CC=CC=1.[NH+]1C=CC=CC=1. The yield is 0.980. The catalyst is ClCCl. The product is [CH3:1][C@:2]12[C:10]([C:11]3([CH:14]=[CH:15][CH2:16][C:17]([OH:20])([CH3:18])[CH3:19])[CH2:13][CH2:12]3)=[CH:9][CH2:8][C@H:7]1[C:6](=[O:21])[CH2:5][CH2:4][CH2:3]2. (5) The reactants are [NH2:1][C:2]1[CH:10]=[CH:9][C:5]([C:6]([NH2:8])=[O:7])=[CH:4][CH:3]=1.I[C:12]1[CH:13]=[C:14]([CH3:19])[CH:15]=[C:16]([CH3:18])[CH:17]=1. No catalyst specified. The product is [NH2:1][C:2]1[CH:10]=[CH:9][C:5]([C:6]([NH:8][C:12]2[CH:17]=[C:16]([CH3:18])[CH:15]=[C:14]([CH3:19])[CH:13]=2)=[O:7])=[CH:4][CH:3]=1. The yield is 0.980. (6) The reactants are [NH:1]1[C:5]2=[N:6][CH:7]=[CH:8][CH:9]=[C:4]2[CH2:3][C:2]1=[O:10].[Li+].C[Si]([N-][Si](C)(C)C)(C)C.C1COCC1.O1CCCCC1[O:32][CH2:33][CH2:34][CH2:35][C:36]1[CH:37]=[C:38]2[C:42](=[CH:43][CH:44]=1)[C:41](=O)[O:40][CH2:39]2.OS(O)(=O)=O.[OH-].[Na+]. The catalyst is O1CCCC1. The product is [OH:32][CH2:33][CH2:34][CH2:35][C:36]1[CH:37]=[C:38]2[C:42](=[CH:43][CH:44]=1)[C:41](=[C:3]1[C:4]3[C:5](=[N:6][CH:7]=[CH:8][CH:9]=3)[NH:1][C:2]1=[O:10])[O:40][CH2:39]2. The yield is 0.0900.